Dataset: Forward reaction prediction with 1.9M reactions from USPTO patents (1976-2016). Task: Predict the product of the given reaction. (1) Given the reactants Cl[C:2]1[S:3][C:4]([C:8]([O:10][CH3:11])=[O:9])=[C:5]([Cl:7])[N:6]=1.[CH3:12][O:13][C:14]1[CH:15]=[C:16](B(O)O)[CH:17]=[CH:18][CH:19]=1.COCCOC.C([O-])([O-])=O.[Na+].[Na+], predict the reaction product. The product is: [Cl:7][C:5]1[N:6]=[C:2]([C:18]2[CH:17]=[CH:16][CH:15]=[C:14]([O:13][CH3:12])[CH:19]=2)[S:3][C:4]=1[C:8]([O:10][CH3:11])=[O:9]. (2) Given the reactants [CH3:1][CH:2]([CH2:24][CH3:25])[CH2:3][O:4][C:5]1[N:13]=[C:12]2[C:8]([N:9]=[C:10]([O:21]C)[N:11]2[CH2:14][CH:15]2[CH2:20][CH2:19][O:18][CH2:17][CH2:16]2)=[C:7]([NH2:23])[N:6]=1.Cl.[OH-].[Na+], predict the reaction product. The product is: [NH2:23][C:7]1[N:6]=[C:5]([O:4][CH2:3][CH:2]([CH3:1])[CH2:24][CH3:25])[N:13]=[C:12]2[C:8]=1[NH:9][C:10](=[O:21])[N:11]2[CH2:14][CH:15]1[CH2:16][CH2:17][O:18][CH2:19][CH2:20]1. (3) Given the reactants [OH:1][C:2]([CH3:33])([CH3:32])[CH2:3][C@@:4]1([C:26]2[CH:31]=[CH:30][CH:29]=[CH:28][CH:27]=2)[O:9][C:8](=[O:10])[N:7]([C@H:11]([C:13]2[CH:18]=[CH:17][C:16]([C:19]#[C:20][C:21]3([OH:25])[CH2:24][NH:23][CH2:22]3)=[CH:15][CH:14]=2)[CH3:12])[CH2:6][CH2:5]1.[C:34](OC(=O)C)(=[O:36])[CH3:35], predict the reaction product. The product is: [C:34]([N:23]1[CH2:24][C:21]([C:20]#[C:19][C:16]2[CH:15]=[CH:14][C:13]([C@@H:11]([N:7]3[CH2:6][CH2:5][C@:4]([CH2:3][C:2]([OH:1])([CH3:32])[CH3:33])([C:26]4[CH:31]=[CH:30][CH:29]=[CH:28][CH:27]=4)[O:9][C:8]3=[O:10])[CH3:12])=[CH:18][CH:17]=2)([OH:25])[CH2:22]1)(=[O:36])[CH3:35]. (4) Given the reactants [C:1]1([C:35]2[CH:40]=[CH:39][CH:38]=[CH:37][CH:36]=2)[CH:6]=[CH:5][C:4]([C:7]([N:9]2[CH2:13][C:12](=[N:14][O:15][CH3:16])[CH2:11][C@H:10]2[C:17]2[O:21][N:20]=[C:19]([CH:22]3[CH2:27][CH2:26][N:25](C(OC(C)(C)C)=O)[CH2:24][CH2:23]3)[N:18]=2)=[O:8])=[CH:3][CH:2]=1.C(O)(C(F)(F)F)=O.C(Cl)Cl.C(=O)([O-])[O-].[Na+].[Na+], predict the reaction product. The product is: [CH3:16][O:15][N:14]=[C:12]1[CH2:11][C@@H:10]([C:17]2[O:21][N:20]=[C:19]([CH:22]3[CH2:27][CH2:26][NH:25][CH2:24][CH2:23]3)[N:18]=2)[N:9]([C:7]([C:4]2[CH:3]=[CH:2][C:1]([C:35]3[CH:40]=[CH:39][CH:38]=[CH:37][CH:36]=3)=[CH:6][CH:5]=2)=[O:8])[CH2:13]1.